This data is from Forward reaction prediction with 1.9M reactions from USPTO patents (1976-2016). The task is: Predict the product of the given reaction. (1) Given the reactants [N:1]1[CH:6]=[CH:5][CH:4]=[C:3]([CH2:7][N:8]2[CH2:13][CH2:12][N:11](C(OC(C)(C)C)=O)[CH2:10][CH2:9]2)[CH:2]=1.[ClH:21], predict the reaction product. The product is: [ClH:21].[ClH:21].[N:1]1[CH:6]=[CH:5][CH:4]=[C:3]([CH2:7][N:8]2[CH2:13][CH2:12][NH:11][CH2:10][CH2:9]2)[CH:2]=1. (2) Given the reactants [C:1]([S:5](/[N:7]=[CH:8]/[C:9]1[CH:10]=[C:11]([CH:25]=[C:26]([Cl:28])[CH:27]=1)[CH2:12][O:13][C:14]1[CH:19]=[CH:18][CH:17]=[CH:16][C:15]=1[CH2:20][C:21]([O:23][CH3:24])=[O:22])=[O:6])([CH3:4])([CH3:3])[CH3:2].[Si]([C:33]([F:36])([F:35])[F:34])(C)(C)C, predict the reaction product. The product is: [Cl:28][C:26]1[CH:25]=[C:11]([CH:10]=[C:9]([CH:8]([NH:7][S:5]([C:1]([CH3:4])([CH3:2])[CH3:3])=[O:6])[C:33]([F:36])([F:35])[F:34])[CH:27]=1)[CH2:12][O:13][C:14]1[CH:19]=[CH:18][CH:17]=[CH:16][C:15]=1[CH2:20][C:21]([O:23][CH3:24])=[O:22]. (3) Given the reactants C(OC([N:8]1[CH2:13][CH2:12][CH:11]([CH2:14][CH2:15][O:16][C:17]2[CH:26]=[C:25]3[C:20]([C:21](=[O:35])[N:22]([CH2:27][O:28][C:29](=[O:34])[C:30]([CH3:33])([CH3:32])[CH3:31])[CH:23]=[N:24]3)=[CH:19][C:18]=2[O:36][CH3:37])[CH2:10][CH2:9]1)=O)(C)(C)C.C(O)(C(F)(F)F)=O.O.C(=O)([O-])O.[Na+], predict the reaction product. The product is: [NH:8]1[CH2:13][CH2:12][CH:11]([CH2:14][CH2:15][O:16][C:17]2[CH:26]=[C:25]3[C:20]([C:21](=[O:35])[N:22]([CH2:27][O:28][C:29](=[O:34])[C:30]([CH3:33])([CH3:31])[CH3:32])[CH:23]=[N:24]3)=[CH:19][C:18]=2[O:36][CH3:37])[CH2:10][CH2:9]1. (4) Given the reactants [NH2:1][C:2]1[S:3][C:4]2[C:32](=[O:33])[CH2:31][CH2:30][CH2:29][C:5]=2[C:6]=1[C:7]([N:9]1[CH2:14][CH2:13][CH:12]([N:15]2[CH2:28][CH2:27][CH2:26][C:17]3([S:21][C:20](=[O:22])[N:19]([CH2:23][CH3:24])[C:18]3=[O:25])[CH2:16]2)[CH2:11][CH2:10]1)=[O:8].[CH2:34]([N:36]=[C:37]=[O:38])[CH3:35].C(OC(C)C)(C)C, predict the reaction product. The product is: [CH2:34]([NH:36][C:37]([NH:1][C:2]1[S:3][C:4]2[C:32](=[O:33])[CH2:31][CH2:30][CH2:29][C:5]=2[C:6]=1[C:7]([N:9]1[CH2:14][CH2:13][CH:12]([N:15]2[CH2:28][CH2:27][CH2:26][C:17]3([S:21][C:20](=[O:22])[N:19]([CH2:23][CH3:24])[C:18]3=[O:25])[CH2:16]2)[CH2:11][CH2:10]1)=[O:8])=[O:38])[CH3:35]. (5) Given the reactants [NH2:1][C:2]1[C:3]([NH:10][CH2:11][C:12]([O:14][CH2:15][CH3:16])=[O:13])=[N:4][C:5]([CH3:9])=[C:6]([Br:8])[CH:7]=1.[CH2:17](OC(OCC)OCC)C.O, predict the reaction product. The product is: [Br:8][C:6]1[CH:7]=[C:2]2[N:1]=[CH:17][N:10]([CH2:11][C:12]([O:14][CH2:15][CH3:16])=[O:13])[C:3]2=[N:4][C:5]=1[CH3:9]. (6) Given the reactants [CH2:1]([C:3]1[N:8]=[C:7]([NH:9][CH2:10][CH3:11])[N:6]=[C:5]([C:12]([OH:14])=O)[CH:4]=1)[CH3:2].O[NH:16][C:17](=[NH:26])[C:18]1[CH:23]=[C:22]([CH3:24])[N:21]=[C:20]([CH3:25])[CH:19]=1, predict the reaction product. The product is: [CH3:24][C:22]1[CH:23]=[C:18]([C:17]2[N:26]=[C:12]([C:5]3[CH:4]=[C:3]([CH2:1][CH3:2])[N:8]=[C:7]([NH:9][CH2:10][CH3:11])[N:6]=3)[O:14][N:16]=2)[CH:19]=[C:20]([CH3:25])[N:21]=1.